This data is from Merck oncology drug combination screen with 23,052 pairs across 39 cell lines. The task is: Regression. Given two drug SMILES strings and cell line genomic features, predict the synergy score measuring deviation from expected non-interaction effect. (1) Drug 1: Nc1ccn(C2OC(CO)C(O)C2(F)F)c(=O)n1. Drug 2: CC1(c2nc3c(C(N)=O)cccc3[nH]2)CCCN1. Cell line: SW620. Synergy scores: synergy=-1.42. (2) Drug 1: O=C(O)C1(Cc2cccc(Nc3nccs3)n2)CCC(Oc2cccc(Cl)c2F)CC1. Drug 2: NC(=O)c1cccc2cn(-c3ccc(C4CCCNC4)cc3)nc12. Cell line: UWB1289BRCA1. Synergy scores: synergy=-9.28. (3) Drug 1: CS(=O)(=O)CCNCc1ccc(-c2ccc3ncnc(Nc4ccc(OCc5cccc(F)c5)c(Cl)c4)c3c2)o1. Drug 2: CC(C)CC(NC(=O)C(Cc1ccccc1)NC(=O)c1cnccn1)B(O)O. Cell line: VCAP. Synergy scores: synergy=12.1. (4) Drug 1: O=C(O)C1(Cc2cccc(Nc3nccs3)n2)CCC(Oc2cccc(Cl)c2F)CC1. Drug 2: NC1(c2ccc(-c3nc4ccn5c(=O)[nH]nc5c4cc3-c3ccccc3)cc2)CCC1. Cell line: RPMI7951. Synergy scores: synergy=7.55. (5) Drug 2: CCc1cnn2c(NCc3ccc[n+]([O-])c3)cc(N3CCCCC3CCO)nc12. Drug 1: CC(=O)OC1C(=O)C2(C)C(O)CC3OCC3(OC(C)=O)C2C(OC(=O)c2ccccc2)C2(O)CC(OC(=O)C(O)C(NC(=O)c3ccccc3)c3ccccc3)C(C)=C1C2(C)C. Cell line: NCIH460. Synergy scores: synergy=5.91. (6) Drug 1: COc1cccc2c1C(=O)c1c(O)c3c(c(O)c1C2=O)CC(O)(C(=O)CO)CC3OC1CC(N)C(O)C(C)O1. Drug 2: COC1CC2CCC(C)C(O)(O2)C(=O)C(=O)N2CCCCC2C(=O)OC(C(C)CC2CCC(OP(C)(C)=O)C(OC)C2)CC(=O)C(C)C=C(C)C(O)C(OC)C(=O)C(C)CC(C)C=CC=CC=C1C. Cell line: CAOV3. Synergy scores: synergy=8.08. (7) Drug 1: NC1(c2ccc(-c3nc4ccn5c(=O)[nH]nc5c4cc3-c3ccccc3)cc2)CCC1. Drug 2: CC1(c2nc3c(C(N)=O)cccc3[nH]2)CCCN1. Cell line: MDAMB436. Synergy scores: synergy=8.23. (8) Drug 1: COC1CC2CCC(C)C(O)(O2)C(=O)C(=O)N2CCCCC2C(=O)OC(C(C)CC2CCC(OP(C)(C)=O)C(OC)C2)CC(=O)C(C)C=C(C)C(O)C(OC)C(=O)C(C)CC(C)C=CC=CC=C1C. Drug 2: Cn1c(=O)n(-c2ccc(C(C)(C)C#N)cc2)c2c3cc(-c4cnc5ccccc5c4)ccc3ncc21. Cell line: HT144. Synergy scores: synergy=93.0.